Dataset: Catalyst prediction with 721,799 reactions and 888 catalyst types from USPTO. Task: Predict which catalyst facilitates the given reaction. (1) Reactant: [C:1]([C:5]1[CH:11]=[CH:10][CH:9]=[CH:8][C:6]=1[NH2:7])([CH3:4])([CH3:3])[CH3:2].[C:12]1([CH:18]([C:28]2[CH:33]=[CH:32][CH:31]=[CH:30][CH:29]=2)[N:19]2[CH2:22][CH:21](CS([O-])(=O)=O)[CH2:20]2)[CH:17]=[CH:16][CH:15]=[CH:14][CH:13]=1. Product: [CH:18]([N:19]1[CH2:22][CH:21]([NH:7][C:6]2[CH:8]=[CH:9][CH:10]=[CH:11][C:5]=2[C:1]([CH3:4])([CH3:2])[CH3:3])[CH2:20]1)([C:28]1[CH:29]=[CH:30][CH:31]=[CH:32][CH:33]=1)[C:12]1[CH:13]=[CH:14][CH:15]=[CH:16][CH:17]=1. The catalyst class is: 11. (2) Reactant: [F:1][C:2]([F:24])([F:23])[C:3]1[CH:8]=[CH:7][CH:6]=[CH:5][C:4]=1[CH2:9][C:10]([NH:12][C:13]1[C:14]([C:19]([O:21]C)=O)=[N:15][CH:16]=[CH:17][CH:18]=1)=[O:11]. Product: [OH:21][C:19]1[C:14]2[C:13](=[CH:18][CH:17]=[CH:16][N:15]=2)[NH:12][C:10](=[O:11])[C:9]=1[C:4]1[CH:5]=[CH:6][CH:7]=[CH:8][C:3]=1[C:2]([F:1])([F:24])[F:23]. The catalyst class is: 20. (3) Reactant: C([Li])(CC)C.C1CCCCC1.[C:12]1([C:18]2[CH:30]=[C:29]([C:31]3[CH:36]=[CH:35][CH:34]=[CH:33][CH:32]=3)[C:21]3[S:22][C:23]4[CH:28]=[CH:27][CH:26]=[CH:25][C:24]=4[C:20]=3[CH:19]=2)[CH:17]=[CH:16][CH:15]=[CH:14][CH:13]=1.C(O[B:41]1[O:45][C:44]([CH3:47])([CH3:46])[C:43]([CH3:49])([CH3:48])[O:42]1)(C)C. Product: [C:31]1([C:29]2[C:21]3[S:22][C:23]4[C:28]([B:41]5[O:45][C:44]([CH3:47])([CH3:46])[C:43]([CH3:49])([CH3:48])[O:42]5)=[CH:27][CH:26]=[CH:25][C:24]=4[C:20]=3[CH:19]=[C:18]([C:12]3[CH:17]=[CH:16][CH:15]=[CH:14][CH:13]=3)[CH:30]=2)[CH:36]=[CH:35][CH:34]=[CH:33][CH:32]=1. The catalyst class is: 1. (4) Reactant: [CH:1](=O)[C:2]1[CH:7]=[CH:6][CH:5]=[CH:4][CH:3]=1.[C:9]([N:12]1[CH2:17][C:16](=[O:18])[N:15](C(=O)C)[CH2:14][C:13]1=[O:22])(=[O:11])[CH3:10].C([O-])([O-])=O.[Cs+].[Cs+]. Product: [C:9]([N:12]1[CH2:17][C:16](=[O:18])[NH:15]/[C:14](=[CH:1]\[C:2]2[CH:7]=[CH:6][CH:5]=[CH:4][CH:3]=2)/[C:13]1=[O:22])(=[O:11])[CH3:10]. The catalyst class is: 3. (5) Product: [Cl:18][C:15]1[N:14]=[CH:13][C:12]([C:11]2[O:19][C:7]([C:3]3[S:4][CH:5]=[CH:6][C:2]=3[Cl:1])=[N:9][N:10]=2)=[CH:17][CH:16]=1. The catalyst class is: 4. Reactant: [Cl:1][C:2]1[CH:6]=[CH:5][S:4][C:3]=1[C:7]([NH:9][NH:10][C:11](=[O:19])[C:12]1[CH:17]=[CH:16][C:15]([Cl:18])=[N:14][CH:13]=1)=O.ClC1C=CC(C(Cl)=O)=CN=1.C(=O)(O)[O-].[Na+]. (6) Reactant: [CH3:1][O:2][C:3](=[O:15])[CH2:4][C:5]1[C:13]2[C:8](=[CH:9][CH:10]=[CH:11][CH:12]=2)[N:7]([CH3:14])[CH:6]=1.C[Si]([N-][Si](C)(C)C)(C)C.[Li+].Cl[CH2:27][C:28]1[CH:48]=[CH:47][C:31]([O:32][CH2:33][CH2:34][C:35]2[N:36]=[C:37]([C:41]3[CH:46]=[CH:45][CH:44]=[CH:43][CH:42]=3)[O:38][C:39]=2[CH3:40])=[CH:30][CH:29]=1. Product: [CH3:1][O:2][C:3](=[O:15])[CH:4]([C:5]1[C:13]2[C:8](=[CH:9][CH:10]=[CH:11][CH:12]=2)[N:7]([CH3:14])[CH:6]=1)[CH2:27][C:28]1[CH:29]=[CH:30][C:31]([O:32][CH2:33][CH2:34][C:35]2[N:36]=[C:37]([C:41]3[CH:46]=[CH:45][CH:44]=[CH:43][CH:42]=3)[O:38][C:39]=2[CH3:40])=[CH:47][CH:48]=1. The catalyst class is: 30. (7) Reactant: [Cl:1][C:2]1[CH:3]=[CH:4][C:5]2[N:11]([CH2:12][C:13]([CH3:17])([CH3:16])[CH2:14][OH:15])[C:10](=[O:18])[C@@H:9]([CH2:19][C:20]([NH:22][CH2:23][C@H:24]3[CH2:29][CH2:28][C@H:27]([C:30]([O:32]C)=[O:31])[CH2:26][CH2:25]3)=[O:21])[O:8][C@H:7]([C:34]3[CH:39]=[CH:38][CH:37]=[C:36]([O:40][CH3:41])[C:35]=3[O:42][CH3:43])[C:6]=2[CH:44]=1.[OH-].[Na+].C(O)C. Product: [Cl:1][C:2]1[CH:3]=[CH:4][C:5]2[N:11]([CH2:12][C:13]([CH3:16])([CH3:17])[CH2:14][OH:15])[C:10](=[O:18])[C@@H:9]([CH2:19][C:20]([NH:22][CH2:23][C@H:24]3[CH2:25][CH2:26][C@H:27]([C:30]([OH:32])=[O:31])[CH2:28][CH2:29]3)=[O:21])[O:8][C@H:7]([C:34]3[CH:39]=[CH:38][CH:37]=[C:36]([O:40][CH3:41])[C:35]=3[O:42][CH3:43])[C:6]=2[CH:44]=1. The catalyst class is: 6. (8) Reactant: [CH2:1]([N:8]1[CH2:13][CH2:12][CH2:11][C:10](=[O:14])[CH2:9]1)[C:2]1[CH:7]=[CH:6][CH:5]=[CH:4][CH:3]=1.[C:15]1([Mg]Br)[CH:20]=[CH:19][CH:18]=[CH:17][CH:16]=1.C1COCC1.O. Product: [CH2:1]([N:8]1[CH2:13][CH2:12][CH2:11][C:10]([C:15]2[CH:20]=[CH:19][CH:18]=[CH:17][CH:16]=2)([OH:14])[CH2:9]1)[C:2]1[CH:3]=[CH:4][CH:5]=[CH:6][CH:7]=1. The catalyst class is: 11. (9) Reactant: CC([O-])(C)C.[K+].CN(C=O)C.[NH2:12][C:13]1[N:14]=[C:15]([C:28]2[CH:33]=[CH:32][C:31]([F:34])=[CH:30][CH:29]=2)[C:16]2[C:25](=[O:26])[C:24]3[C:19](=[C:20]([OH:27])[CH:21]=[CH:22][CH:23]=3)[C:17]=2[N:18]=1.C1(N([S:42]([C:45]([F:48])([F:47])[F:46])(=[O:44])=[O:43])[S:42]([C:45]([F:48])([F:47])[F:46])(=[O:44])=[O:43])C=CC=CC=1. The catalyst class is: 6. Product: [NH2:12][C:13]1[N:14]=[C:15]([C:28]2[CH:33]=[CH:32][C:31]([F:34])=[CH:30][CH:29]=2)[C:16]2[C:25](=[O:26])[C:24]3[C:19](=[C:20]([O:27][S:42]([C:45]([F:48])([F:47])[F:46])(=[O:44])=[O:43])[CH:21]=[CH:22][CH:23]=3)[C:17]=2[N:18]=1.